Dataset: Full USPTO retrosynthesis dataset with 1.9M reactions from patents (1976-2016). Task: Predict the reactants needed to synthesize the given product. (1) Given the product [NH2:1][C:2]1[N:7]=[CH:6][N:5]=[C:4]2[N:8]([C@H:18]3[CH2:23][CH2:22][C@@H:21]([N:24]4[CH2:25][CH2:26][N:27]([CH3:30])[CH2:28][CH2:29]4)[CH2:20][CH2:19]3)[N:9]=[C:10]([C:11]3[CH:16]=[CH:15][C:14]([O:17][C:32]4[CH:39]=[CH:38][CH:37]=[C:36]([S:40][C:41]5[CH:42]=[CH:43][C:44]([CH3:47])=[CH:45][CH:46]=5)[C:33]=4[C:34]#[N:35])=[CH:13][CH:12]=3)[C:3]=12, predict the reactants needed to synthesize it. The reactants are: [NH2:1][C:2]1[N:7]=[CH:6][N:5]=[C:4]2[N:8]([C@H:18]3[CH2:23][CH2:22][C@@H:21]([N:24]4[CH2:29][CH2:28][N:27]([CH3:30])[CH2:26][CH2:25]4)[CH2:20][CH2:19]3)[N:9]=[C:10]([C:11]3[CH:16]=[CH:15][C:14]([OH:17])=[CH:13][CH:12]=3)[C:3]=12.F[C:32]1[CH:39]=[CH:38][CH:37]=[C:36]([S:40][C:41]2[CH:46]=[CH:45][C:44]([CH3:47])=[CH:43][CH:42]=2)[C:33]=1[C:34]#[N:35].C(=O)([O-])[O-].[K+].[K+].[OH-].[Na+]. (2) Given the product [NH2:10][CH:7]([C:1]1[CH:2]=[CH:3][CH:4]=[CH:5][CH:6]=1)[C:22]1[CH:23]=[C:12]([OH:15])[CH:13]=[CH:18][CH:17]=1, predict the reactants needed to synthesize it. The reactants are: [C:1]1([CH:7]=O)[CH:6]=[CH:5][CH:4]=[CH:3][CH:2]=1.Cl.[NH2:10]O.[C:12]([O-:15])(=O)[CH3:13].[Na+].[C:17]([O-])(=O)[CH3:18].[NH4+].[CH2:22](O)[CH3:23]. (3) The reactants are: [C:1]([NH2:9])(=[NH:8])[C:2]1[CH:7]=[CH:6][CH:5]=[CH:4][CH:3]=1.C([O:12][CH:13]=[C:14]([C:20]#[N:21])[C:15](OCC)=O)C. Given the product [OH:12][C:13]1[C:14]([C:20]#[N:21])=[CH:15][N:9]=[C:1]([C:2]2[CH:7]=[CH:6][CH:5]=[CH:4][CH:3]=2)[N:8]=1, predict the reactants needed to synthesize it.